Task: Predict the reactants needed to synthesize the given product.. Dataset: Full USPTO retrosynthesis dataset with 1.9M reactions from patents (1976-2016) Given the product [O:1]1[C:5]2([CH2:10][CH2:9][CH:8]([OH:11])[CH2:7][CH2:6]2)[O:4][CH2:3][CH2:2]1, predict the reactants needed to synthesize it. The reactants are: [O:1]1[C:5]2([CH2:10][CH2:9][C:8](=[O:11])[CH2:7][CH2:6]2)[O:4][CH2:3][CH2:2]1.[BH4-].[Na+].Cl.[Cl-].[Na+].